This data is from Full USPTO retrosynthesis dataset with 1.9M reactions from patents (1976-2016). The task is: Predict the reactants needed to synthesize the given product. (1) The reactants are: [F:1][C:2]1[CH:7]=[C:6]([N+:8]([O-:10])=[O:9])[CH:5]=[CH:4][C:3]=1[N:11]1[CH2:15][CH2:14][CH2:13][CH:12]1[CH:16]=O.[CH3:18][NH:19][CH3:20].[BH-](OC(C)=O)(OC(C)=O)OC(C)=O.[Na+]. Given the product [F:1][C:2]1[CH:7]=[C:6]([N+:8]([O-:10])=[O:9])[CH:5]=[CH:4][C:3]=1[N:11]1[CH2:15][CH2:14][CH2:13][CH:12]1[CH2:16][N:19]([CH3:20])[CH3:18], predict the reactants needed to synthesize it. (2) Given the product [OH:14][C@@H:15]([CH2:19][CH:20]([CH3:22])[CH3:21])[C:16]([NH:1][C@@H:2]([C:7]1[CH:12]=[CH:11][CH:10]=[CH:9][CH:8]=1)[C:3]([O:5][CH3:6])=[O:4])=[O:17], predict the reactants needed to synthesize it. The reactants are: [NH2:1][C@@H:2]([C:7]1[CH:12]=[CH:11][CH:10]=[CH:9][CH:8]=1)[C:3]([O:5][CH3:6])=[O:4].Cl.[OH:14][C@@H:15]([CH2:19][CH:20]([CH3:22])[CH3:21])[C:16](O)=[O:17].CN1CCOCC1.C1C=CC2N(O)N=NC=2C=1.CCN=C=NCCCN(C)C.Cl.